Dataset: NCI-60 drug combinations with 297,098 pairs across 59 cell lines. Task: Regression. Given two drug SMILES strings and cell line genomic features, predict the synergy score measuring deviation from expected non-interaction effect. (1) Drug 1: C1CCN(CC1)CCOC2=CC=C(C=C2)C(=O)C3=C(SC4=C3C=CC(=C4)O)C5=CC=C(C=C5)O. Drug 2: CC1=C(C=C(C=C1)C(=O)NC2=CC(=CC(=C2)C(F)(F)F)N3C=C(N=C3)C)NC4=NC=CC(=N4)C5=CN=CC=C5. Cell line: HT29. Synergy scores: CSS=-7.83, Synergy_ZIP=7.05, Synergy_Bliss=6.87, Synergy_Loewe=-3.20, Synergy_HSA=-2.28. (2) Drug 1: C1CN1P(=S)(N2CC2)N3CC3. Drug 2: COC1=NC(=NC2=C1N=CN2C3C(C(C(O3)CO)O)O)N. Cell line: MOLT-4. Synergy scores: CSS=79.2, Synergy_ZIP=1.07, Synergy_Bliss=1.00, Synergy_Loewe=2.70, Synergy_HSA=5.61. (3) Drug 1: CN1C2=C(C=C(C=C2)N(CCCl)CCCl)N=C1CCCC(=O)O.Cl. Drug 2: N.N.Cl[Pt+2]Cl. Cell line: SR. Synergy scores: CSS=47.3, Synergy_ZIP=0.901, Synergy_Bliss=1.05, Synergy_Loewe=-22.4, Synergy_HSA=1.08. (4) Drug 1: C1CC(=O)NC(=O)C1N2CC3=C(C2=O)C=CC=C3N. Drug 2: C(=O)(N)NO. Cell line: HCC-2998. Synergy scores: CSS=23.1, Synergy_ZIP=0.464, Synergy_Bliss=9.60, Synergy_Loewe=5.53, Synergy_HSA=9.18. (5) Drug 1: C1CN(P(=O)(OC1)NCCCl)CCCl. Drug 2: CC1CCCC2(C(O2)CC(NC(=O)CC(C(C(=O)C(C1O)C)(C)C)O)C(=CC3=CSC(=N3)C)C)C. Cell line: OVCAR-4. Synergy scores: CSS=39.4, Synergy_ZIP=2.90, Synergy_Bliss=2.34, Synergy_Loewe=-11.6, Synergy_HSA=1.28. (6) Drug 1: CN(CC1=CN=C2C(=N1)C(=NC(=N2)N)N)C3=CC=C(C=C3)C(=O)NC(CCC(=O)O)C(=O)O. Drug 2: CCCCCOC(=O)NC1=NC(=O)N(C=C1F)C2C(C(C(O2)C)O)O. Cell line: CAKI-1. Synergy scores: CSS=2.69, Synergy_ZIP=-2.63, Synergy_Bliss=-3.71, Synergy_Loewe=-59.4, Synergy_HSA=-3.58.